This data is from Catalyst prediction with 721,799 reactions and 888 catalyst types from USPTO. The task is: Predict which catalyst facilitates the given reaction. (1) Reactant: [C:1](Cl)(=[O:3])[CH3:2].[Cl:5][C:6]1[S:10][C:9]([C:11]([NH:13][C:14]2[CH:22]=[CH:21][CH:20]=[C:19]3[C:15]=2[C:16](=[O:32])[N:17]([CH2:24][CH2:25][CH:26]2[CH2:31][CH2:30][NH:29][CH2:28][CH2:27]2)[C:18]3=[O:23])=[O:12])=[CH:8][CH:7]=1.N1C=CC=CC=1. Product: [C:1]([N:29]1[CH2:30][CH2:31][CH:26]([CH2:25][CH2:24][N:17]2[C:16](=[O:32])[C:15]3[C:19](=[CH:20][CH:21]=[CH:22][C:14]=3[NH:13][C:11]([C:9]3[S:10][C:6]([Cl:5])=[CH:7][CH:8]=3)=[O:12])[C:18]2=[O:23])[CH2:27][CH2:28]1)(=[O:3])[CH3:2]. The catalyst class is: 46. (2) Reactant: C([O:8][C:9]1[CH:18]=[C:17]2[C:12]([C:13]([NH:19][C:20]3[CH:24]=[C:23]([CH2:25][C:26]([NH:28][C:29]4[CH:34]=[CH:33][CH:32]=[C:31]([F:35])[CH:30]=4)=[O:27])[NH:22][N:21]=3)=[N:14][CH:15]=[N:16]2)=[CH:11][C:10]=1[F:36])C1C=CC=CC=1.C(OCC)C. Product: [F:36][C:10]1[CH:11]=[C:12]2[C:17](=[CH:18][C:9]=1[OH:8])[N:16]=[CH:15][N:14]=[C:13]2[NH:19][C:20]1[CH:24]=[C:23]([CH2:25][C:26]([NH:28][C:29]2[CH:34]=[CH:33][CH:32]=[C:31]([F:35])[CH:30]=2)=[O:27])[NH:22][N:21]=1. The catalyst class is: 55. (3) Reactant: [O:1]1[CH2:6][CH2:5][O:4][C:3]2[CH:7]=[C:8]([CH:11]([O:15][CH3:16])[C:12]([OH:14])=[O:13])[CH:9]=[CH:10][C:2]1=2.S(=O)(=O)(O)O.[C:22]([O-])(O)=O.[Na+]. Product: [O:1]1[CH2:6][CH2:5][O:4][C:3]2[CH:7]=[C:8]([CH:11]([O:15][CH3:16])[C:12]([O:14][CH3:22])=[O:13])[CH:9]=[CH:10][C:2]1=2. The catalyst class is: 5. (4) Reactant: [NH2:1][CH2:2][CH2:3][O:4][C@@H:5]([C:19]1[CH:24]=[CH:23][CH:22]=[C:21]([F:25])[C:20]=1[C:26]1[CH:31]=[CH:30][CH:29]=[C:28]([CH3:32])[CH:27]=1)[C@@H:6]1[CH2:11][CH2:10][CH2:9][N:8]([C:12]([O:14][C:15]([CH3:18])([CH3:17])[CH3:16])=[O:13])[CH2:7]1.CCN(CC)CC.[C:40](Cl)(=[O:42])[CH3:41]. Product: [C:40]([NH:1][CH2:2][CH2:3][O:4][C@@H:5]([C:19]1[CH:24]=[CH:23][CH:22]=[C:21]([F:25])[C:20]=1[C:26]1[CH:31]=[CH:30][CH:29]=[C:28]([CH3:32])[CH:27]=1)[C@@H:6]1[CH2:11][CH2:10][CH2:9][N:8]([C:12]([O:14][C:15]([CH3:18])([CH3:17])[CH3:16])=[O:13])[CH2:7]1)(=[O:42])[CH3:41]. The catalyst class is: 2. (5) Reactant: [C:1]([CH:4]1[O:9][CH2:8][CH2:7][N:6](C(OC(C)(C)C)=O)[CH2:5]1)(=[O:3])[CH3:2].C(O)(C(F)(F)F)=O. Product: [NH:6]1[CH2:7][CH2:8][O:9][CH:4]([C:1](=[O:3])[CH3:2])[CH2:5]1. The catalyst class is: 2.